This data is from Catalyst prediction with 721,799 reactions and 888 catalyst types from USPTO. The task is: Predict which catalyst facilitates the given reaction. (1) Reactant: [CH3:1][C:2]12[NH:8][C:7](=[O:9])[CH:6]1[CH2:5][CH2:4][CH2:3]2.C(N(CC)CC)C.[C:17](O[C:17]([O:19][C:20]([CH3:23])([CH3:22])[CH3:21])=[O:18])([O:19][C:20]([CH3:23])([CH3:22])[CH3:21])=[O:18]. Product: [CH3:1][C:2]12[N:8]([C:17]([O:19][C:20]([CH3:23])([CH3:22])[CH3:21])=[O:18])[C:7](=[O:9])[CH:6]1[CH2:5][CH2:4][CH2:3]2. The catalyst class is: 527. (2) Reactant: [NH2:1][C:2]1[S:3][CH:4]=[CH:5][N:6]=1.[Cl:7][C:8]1[C:17]2[C:12](=[CH:13][C:14]([S:19](OC3C(F)=C(F)C(F)=C(F)C=3F)(=[O:21])=[O:20])=[C:15]([F:18])[CH:16]=2)[N:11]=[CH:10][CH:9]=1.C[Si]([N-][Si](C)(C)C)(C)C.[Li+]. The catalyst class is: 683. Product: [Cl:7][C:8]1[C:17]2[C:12](=[CH:13][C:14]([S:19]([NH:1][C:2]3[S:3][CH:4]=[CH:5][N:6]=3)(=[O:21])=[O:20])=[C:15]([F:18])[CH:16]=2)[N:11]=[CH:10][CH:9]=1. (3) Reactant: [CH:1]([NH:3][CH2:4][CH2:5][C:6]1[CH:11]=[CH:10][CH:9]=[CH:8][CH:7]=1)=O.O=P(Cl)(Cl)Cl. Product: [CH:1]1[C:11]2[C:6](=[CH:7][CH:8]=[CH:9][CH:10]=2)[CH2:5][CH2:4][N:3]=1. The catalyst class is: 10. (4) Reactant: C([O:3][C:4](=[O:44])[CH2:5][C:6]1[CH:7]=[C:8]([C:20]2[CH:25]=[CH:24][C:23]([C:26]([F:29])([F:28])[F:27])=[CH:22][C:21]=2[CH2:30][N:31]([C:34]([O:36][CH2:37][C:38]2[CH:43]=[CH:42][CH:41]=[CH:40][CH:39]=2)=[O:35])[CH2:32][CH3:33])[C:9]([O:12][CH2:13][C:14]2[CH:19]=[CH:18][CH:17]=[CH:16][CH:15]=2)=[CH:10][CH:11]=1)C.[Li+].[OH-].Cl. Product: [CH2:13]([O:12][C:9]1[C:8]([C:20]2[CH:25]=[CH:24][C:23]([C:26]([F:27])([F:29])[F:28])=[CH:22][C:21]=2[CH2:30][N:31]([C:34]([O:36][CH2:37][C:38]2[CH:39]=[CH:40][CH:41]=[CH:42][CH:43]=2)=[O:35])[CH2:32][CH3:33])=[CH:7][C:6]([CH2:5][C:4]([OH:44])=[O:3])=[CH:11][CH:10]=1)[C:14]1[CH:15]=[CH:16][CH:17]=[CH:18][CH:19]=1. The catalyst class is: 5. (5) Reactant: [Br:1]C(Br)C.[Mg].[Br:6][C:7]1[C:8]([O:27][CH2:28][CH:29]2[CH2:31][O:30]2)=[CH:9][CH:10]=[C:11]2[C:15]=1[N:14]([CH2:16][CH:17]([O:19][Si:20]([C:23]([CH3:26])([CH3:25])[CH3:24])([CH3:22])[CH3:21])[CH3:18])[N:13]=[CH:12]2. Product: [Br:1][CH2:31][CH:29]([OH:30])[CH2:28][O:27][C:8]1[C:7]([Br:6])=[C:15]2[C:11]([CH:12]=[N:13][N:14]2[CH2:16][CH:17]([O:19][Si:20]([C:23]([CH3:26])([CH3:25])[CH3:24])([CH3:22])[CH3:21])[CH3:18])=[CH:10][CH:9]=1. The catalyst class is: 1. (6) Reactant: [Cl:1][C:2]1[N:3]=[C:4]([C:9]([NH:11][C:12]2[CH:32]=[CH:31][C:15]3[N:16]([CH2:20][C:21]4[CH:22]=[C:23]([CH:28]=[CH:29][CH:30]=4)[C:24]([O:26]C)=[O:25])[CH2:17][CH2:18][O:19][C:14]=3[CH:13]=2)=[O:10])[NH:5][C:6]=1[CH2:7][CH3:8].[OH-].[Li+].CO. Product: [Cl:1][C:2]1[N:3]=[C:4]([C:9]([NH:11][C:12]2[CH:32]=[CH:31][C:15]3[N:16]([CH2:20][C:21]4[CH:22]=[C:23]([CH:28]=[CH:29][CH:30]=4)[C:24]([OH:26])=[O:25])[CH2:17][CH2:18][O:19][C:14]=3[CH:13]=2)=[O:10])[NH:5][C:6]=1[CH2:7][CH3:8]. The catalyst class is: 7. (7) Reactant: [CH2:1]([N:7]1[CH:11]=[CH:10][N:9]=[CH:8]1)[CH2:2][CH2:3][CH2:4][CH2:5][CH3:6].[F:12][C:13]([F:34])([F:33])[C:14]([F:32])([F:31])[C:15]([F:30])([F:29])[C:16]([F:28])([F:27])[C:17]([F:26])([F:25])[C:18]([F:24])([F:23])[CH2:19][CH2:20][CH2:21][I:22]. The catalyst class is: 11. Product: [I-:22].[CH2:1]([NH+:7]1[CH:11]=[CH:10][N:9]([CH2:21][CH2:20][CH2:19][C:18]([F:23])([F:24])[C:17]([F:25])([F:26])[C:16]([F:27])([F:28])[C:15]([F:29])([F:30])[C:14]([F:31])([F:32])[C:13]([F:34])([F:33])[F:12])[CH2:8]1)[CH2:2][CH2:3][CH2:4][CH2:5][CH3:6].